Dataset: Reaction yield outcomes from USPTO patents with 853,638 reactions. Task: Predict the reaction yield, written as a fraction of the theoretical maximum amount of product (1.0 means a 100% yield; for example, 0.34 means a 34% yield). (1) The reactants are C1C=CC=CC=1.[Cl:7]/[CH:8]=[CH:9]/Cl.C([C:13]1[C:21]2[C:16](=[CH:17][CH:18]=[CH:19][CH:20]=2)[NH:15][CH:14]=1)=C. No catalyst specified. The product is [Cl:7]/[CH:8]=[CH:9]/[C:13]1[C:21]2[C:16](=[CH:17][CH:18]=[CH:19][CH:20]=2)[NH:15][CH:14]=1. The yield is 0.850. (2) The reactants are [CH3:1][S:2][C@H:3]1[CH2:7][NH:6][C@@H:5]2[C@@H:8]([OH:11])[CH2:9][O:10][C@H:4]12.C(=O)([O-])[O-].[Na+].[Na+].[CH:18]1[C:30]2[CH:29]([CH2:31][O:32][C:33](Cl)=[O:34])[C:28]3[C:23](=[CH:24][CH:25]=[CH:26][CH:27]=3)[C:22]=2[CH:21]=[CH:20][CH:19]=1. The catalyst is O1CCOCC1.O. The product is [OH:11][C@@H:8]1[C@H:5]2[N:6]([C:33]([O:32][CH2:31][CH:29]3[C:28]4[CH:27]=[CH:26][CH:25]=[CH:24][C:23]=4[C:22]4[C:30]3=[CH:18][CH:19]=[CH:20][CH:21]=4)=[O:34])[CH2:7][C@H:3]([S:2][CH3:1])[C@H:4]2[O:10][CH2:9]1. The yield is 0.600.